From a dataset of Reaction yield outcomes from USPTO patents with 853,638 reactions. Predict the reaction yield, written as a fraction of the theoretical maximum amount of product (1.0 means a 100% yield; for example, 0.34 means a 34% yield). (1) The reactants are Br[C:2]1[CH:3]=[C:4]([NH:10][C:11]2[CH:16]=[CH:15][C:14]([O:17][CH:18]3[CH2:21][N:20]([CH3:22])[CH2:19]3)=[CH:13][N:12]=2)[C:5](=[O:9])[N:6]([CH3:8])[CH:7]=1.[C:23]([O:26][CH2:27][C:28]1[C:29]([N:43]2[CH2:55][CH2:54][N:46]3[C:47]4[CH2:48][CH2:49][CH2:50][CH2:51][C:52]=4[CH:53]=[C:45]3[C:44]2=[O:56])=[N:30][CH:31]=[CH:32][C:33]=1B1OC(C)(C)C(C)(C)O1)(=[O:25])[CH3:24].[O-]P([O-])([O-])=O.[K+].[K+].[K+].O.O.O.C([O-])(=O)C.[Na+]. The yield is 0.520. The product is [C:23]([O:26][CH2:27][C:28]1[C:29]([N:43]2[CH2:55][CH2:54][N:46]3[C:47]4[CH2:48][CH2:49][CH2:50][CH2:51][C:52]=4[CH:53]=[C:45]3[C:44]2=[O:56])=[N:30][CH:31]=[CH:32][C:33]=1[C:2]1[CH:3]=[C:4]([NH:10][C:11]2[CH:16]=[CH:15][C:14]([O:17][CH:18]3[CH2:21][N:20]([CH3:22])[CH2:19]3)=[CH:13][N:12]=2)[C:5](=[O:9])[N:6]([CH3:8])[CH:7]=1)(=[O:25])[CH3:24]. The catalyst is C(#N)C.O.C1C=CC(P(C2C=CC=CC=2)[C-]2C=CC=C2)=CC=1.C1C=CC(P(C2C=CC=CC=2)[C-]2C=CC=C2)=CC=1.Cl[Pd]Cl.[Fe+2]. (2) The reactants are [CH3:1][O:2][C:3](=[O:26])[CH:4]([C:9]1[CH:10]=[C:11]([C:16]2[CH:21]=[CH:20][C:19]([C:22]([F:25])([F:24])[F:23])=[CH:18][CH:17]=2)[CH:12]=[C:13]([OH:15])[CH:14]=1)[CH2:5][CH:6]([CH3:8])[CH3:7].[CH:27]([C:30]1[CH:31]=[C:32](B(O)O)[CH:33]=[CH:34][CH:35]=1)([CH3:29])[CH3:28].C(N(CC)CC)C. The catalyst is C(Cl)Cl.C([O-])(=O)C.[Cu+2].C([O-])(=O)C. The product is [CH3:1][O:2][C:3](=[O:26])[CH:4]([C:9]1[CH:10]=[C:11]([C:16]2[CH:17]=[CH:18][C:19]([C:22]([F:23])([F:25])[F:24])=[CH:20][CH:21]=2)[CH:12]=[C:13]([O:15][C:34]2[CH:33]=[CH:32][CH:31]=[C:30]([CH:27]([CH3:29])[CH3:28])[CH:35]=2)[CH:14]=1)[CH2:5][CH:6]([CH3:8])[CH3:7]. The yield is 0.480. (3) The reactants are [N:1]1[CH:6]=[CH:5][CH:4]=[C:3]([NH:7][C:8](=[O:15])OCC(Cl)(Cl)Cl)[N:2]=1.Cl.Cl.[F:18][C:19]1[CH:24]=[CH:23][C:22]([F:25])=[CH:21][C:20]=1[C:26]1[CH:31]=[CH:30][N:29]=[C:28]([N:32]2[CH2:37][CH2:36][NH:35][CH2:34][CH2:33]2)[N:27]=1. The catalyst is O1CCCC1.CCCCCC. The product is [F:18][C:19]1[CH:24]=[CH:23][C:22]([F:25])=[CH:21][C:20]=1[C:26]1[CH:31]=[CH:30][N:29]=[C:28]([N:32]2[CH2:37][CH2:36][N:35]([C:8]([NH:7][C:3]3[N:2]=[N:1][CH:6]=[CH:5][CH:4]=3)=[O:15])[CH2:34][CH2:33]2)[N:27]=1. The yield is 0.440. (4) The reactants are [CH3:1][C:2]1[CH:3]=[C:4]([N:8]2[N:12]=[N:11][C:10]([C:13](=[O:15])[CH3:14])=[N:9]2)[CH:5]=[CH:6][CH:7]=1.[BH4-].[Na+].C(O)(=O)C. The catalyst is CO. The product is [CH3:1][C:2]1[CH:3]=[C:4]([N:8]2[N:12]=[N:11][C:10]([CH:13]([OH:15])[CH3:14])=[N:9]2)[CH:5]=[CH:6][CH:7]=1. The yield is 0.970. (5) The reactants are [CH:1](=[C:8]1[C:16]2[C:15]([N:17]3[CH2:22][CH2:21][CH:20]([C:23]4[N:24]([CH2:39][CH2:40][N:41]([CH3:43])[CH3:42])[CH:25]=[C:26]([C:28]5[CH:33]=[CH:32][C:31]([F:34])=[C:30]([C:35]([F:38])([F:37])[F:36])[CH:29]=5)[N:27]=4)[CH2:19][CH2:18]3)=[N:14][CH:13]=[N:12][C:11]=2[NH:10][C:9]1=[O:44])[C:2]1[CH:7]=[CH:6][CH:5]=[CH:4][CH:3]=1. The catalyst is C(O)C.O=[Pt]=O. The product is [CH2:1]([CH:8]1[C:16]2[C:15]([N:17]3[CH2:18][CH2:19][CH:20]([C:23]4[N:24]([CH2:39][CH2:40][N:41]([CH3:43])[CH3:42])[CH:25]=[C:26]([C:28]5[CH:33]=[CH:32][C:31]([F:34])=[C:30]([C:35]([F:36])([F:38])[F:37])[CH:29]=5)[N:27]=4)[CH2:21][CH2:22]3)=[N:14][CH:13]=[N:12][C:11]=2[NH:10][C:9]1=[O:44])[C:2]1[CH:7]=[CH:6][CH:5]=[CH:4][CH:3]=1. The yield is 0.350. (6) The reactants are C(OC([N:8]1[CH2:13][CH2:12][C:11]([C:15]2[CH:20]=[CH:19][C:18]([Cl:21])=[CH:17][CH:16]=2)(O)[CH:10]([OH:22])[CH2:9]1)=O)(C)(C)C.C(N(S(F)(F)[F:29])CC)C.CO. The catalyst is C(Cl)Cl. The product is [Cl:21][C:18]1[CH:19]=[CH:20][C:15]([C:11]2([F:29])[CH2:12][CH2:13][NH:8][CH2:9][CH:10]2[OH:22])=[CH:16][CH:17]=1. The yield is 0.240. (7) The reactants are [C:1]([N:8]([CH2:12][CH2:13][OH:14])[CH2:9][CH2:10][OH:11])([O:3][C:4]([CH3:7])([CH3:6])[CH3:5])=[O:2].Cl[C:16](OCC)=[O:17].C(N(CC)CC)C. The catalyst is O1CCCC1. The product is [C:1]([N:8]1[CH2:9][CH2:10][O:11][C:16](=[O:17])[O:14][CH2:13][CH2:12]1)([O:3][C:4]([CH3:6])([CH3:7])[CH3:5])=[O:2]. The yield is 0.530.